The task is: Predict the reaction yield, written as a fraction of the theoretical maximum amount of product (1.0 means a 100% yield; for example, 0.34 means a 34% yield).. This data is from Reaction yield outcomes from USPTO patents with 853,638 reactions. (1) The reactants are I[C:2]1[C:10]2[C:5](=[N:6][CH:7]=[CH:8][CH:9]=2)[N:4]([Si:11]([CH:18]([CH3:20])[CH3:19])([CH:15]([CH3:17])[CH3:16])[CH:12]([CH3:14])[CH3:13])[CH:3]=1.C([Mg]Cl)(C)C.[Cl:26][C:27]1[N:28]=[C:29]([N:34]([CH2:36][C:37]2[CH:42]=[CH:41][C:40]([Cl:43])=[CH:39][CH:38]=2)[CH3:35])[S:30][C:31]=1[CH:32]=[O:33]. The catalyst is O1CCCC1. The product is [Cl:26][C:27]1[N:28]=[C:29]([N:34]([CH2:36][C:37]2[CH:42]=[CH:41][C:40]([Cl:43])=[CH:39][CH:38]=2)[CH3:35])[S:30][C:31]=1[CH:32]([C:2]1[C:10]2[C:5](=[N:6][CH:7]=[CH:8][CH:9]=2)[N:4]([Si:11]([CH:18]([CH3:20])[CH3:19])([CH:15]([CH3:17])[CH3:16])[CH:12]([CH3:14])[CH3:13])[CH:3]=1)[OH:33]. The yield is 0.600. (2) The reactants are [Br:1][C:2]1[CH:7]=[CH:6][C:5]([CH:8]([C:19]2[CH:24]=[CH:23][CH:22]=[C:21]([O:25][CH3:26])[CH:20]=2)[CH2:9][N:10]2[CH:14](OCC)[CH2:13][CH2:12][C:11]2=O)=[CH:4][CH:3]=1.[CH2:27](O)[CH3:28]. The catalyst is CCOC(C)=O. The product is [Br:1][C:2]1[CH:3]=[CH:4][C:5]([C@H:8]2[C:19]3[C:24](=[CH:23][CH:22]=[C:21]([O:25][CH2:26][CH2:12][CH2:11][N:10]4[CH2:28][CH2:27][CH2:5][CH2:8][CH2:9]4)[CH:20]=3)[C@H:11]3[CH2:12][CH2:13][CH2:14][N:10]3[CH2:9]2)=[CH:6][CH:7]=1. The yield is 0.780. (3) The reactants are [Br:1][C:2]1[CH:3]=[C:4]2[C:9](=[CH:10][CH:11]=1)[C:8](=[O:12])[NH:7][C:6](=[O:13])[C:5]2=[CH:14]OC.Cl.[NH2:18][CH2:19][C:20]1[CH:25]=[CH:24][CH:23]=[CH:22][C:21]=1[OH:26].CCN(CC)CC. The catalyst is CN(C)C=O. The product is [Br:1][C:2]1[CH:3]=[C:4]2[C:9](=[CH:10][CH:11]=1)[C:8](=[O:12])[NH:7][C:6](=[O:13])/[C:5]/2=[CH:14]\[NH:18][CH2:19][C:20]1[CH:25]=[CH:24][CH:23]=[CH:22][C:21]=1[OH:26]. The yield is 0.300.